This data is from Merck oncology drug combination screen with 23,052 pairs across 39 cell lines. The task is: Regression. Given two drug SMILES strings and cell line genomic features, predict the synergy score measuring deviation from expected non-interaction effect. (1) Drug 1: CCC1(O)CC2CN(CCc3c([nH]c4ccccc34)C(C(=O)OC)(c3cc4c(cc3OC)N(C)C3C(O)(C(=O)OC)C(OC(C)=O)C5(CC)C=CCN6CCC43C65)C2)C1. Drug 2: CC(C)CC(NC(=O)C(Cc1ccccc1)NC(=O)c1cnccn1)B(O)O. Cell line: UWB1289. Synergy scores: synergy=-27.0. (2) Cell line: DLD1. Drug 2: NC(=O)c1cccc2cn(-c3ccc(C4CCCNC4)cc3)nc12. Drug 1: Nc1ccn(C2OC(CO)C(O)C2(F)F)c(=O)n1. Synergy scores: synergy=3.87.